This data is from NCI-60 drug combinations with 297,098 pairs across 59 cell lines. The task is: Regression. Given two drug SMILES strings and cell line genomic features, predict the synergy score measuring deviation from expected non-interaction effect. (1) Drug 1: CNC(=O)C1=NC=CC(=C1)OC2=CC=C(C=C2)NC(=O)NC3=CC(=C(C=C3)Cl)C(F)(F)F. Drug 2: C1C(C(OC1N2C=NC3=C2NC=NCC3O)CO)O. Cell line: SK-MEL-2. Synergy scores: CSS=6.78, Synergy_ZIP=2.56, Synergy_Bliss=6.05, Synergy_Loewe=8.98, Synergy_HSA=-0.302. (2) Synergy scores: CSS=86.0, Synergy_ZIP=1.38, Synergy_Bliss=1.79, Synergy_Loewe=-0.619, Synergy_HSA=-0.468. Drug 1: CC=C1C(=O)NC(C(=O)OC2CC(=O)NC(C(=O)NC(CSSCCC=C2)C(=O)N1)C(C)C)C(C)C. Cell line: MOLT-4. Drug 2: C#CCC(CC1=CN=C2C(=N1)C(=NC(=N2)N)N)C3=CC=C(C=C3)C(=O)NC(CCC(=O)O)C(=O)O.